This data is from Reaction yield outcomes from USPTO patents with 853,638 reactions. The task is: Predict the reaction yield, written as a fraction of the theoretical maximum amount of product (1.0 means a 100% yield; for example, 0.34 means a 34% yield). (1) The reactants are [OH-].[Na+].[CH3:3][N:4]([CH2:14][C:15]1[CH:16]=[C:17]([C:21]2[O:25][C:24]([CH:26]=[CH:27][C:28]([O-:30])=[O:29])=[CH:23][CH:22]=2)[CH:18]=[CH:19][CH:20]=1)[C:5](=[O:13])[CH2:6][CH2:7][CH2:8][CH2:9][CH2:10][CH2:11][CH3:12].O1CCCC1.CO.O. The catalyst is C(O)(=O)C. The product is [CH3:3][N:4]([CH2:14][C:15]1[CH:16]=[C:17]([C:21]2[O:25][C:24]([CH:26]=[CH:27][C:28]([OH:30])=[O:29])=[CH:23][CH:22]=2)[CH:18]=[CH:19][CH:20]=1)[C:5](=[O:13])[CH2:6][CH2:7][CH2:8][CH2:9][CH2:10][CH2:11][CH3:12]. The yield is 0.580. (2) The reactants are [C:1]([CH2:9][C:10]([O:12][CH2:13][CH3:14])=[O:11])(=O)[C:2]1[CH:7]=[CH:6][CH:5]=[CH:4][CH:3]=1.[CH3:15][NH2:16].C(O)(=O)C. The catalyst is CCO. The product is [CH3:15][NH:16][C:1]([C:2]1[CH:7]=[CH:6][CH:5]=[CH:4][CH:3]=1)=[CH:9][C:10]([O:12][CH2:13][CH3:14])=[O:11]. The yield is 0.200. (3) The reactants are [CH2:1]([O:3][C:4](=[O:23])[C:5]1[CH:15]=[C:14]([C:16](=[O:22])[N:17]([CH3:21])[CH2:18][CH2:19][CH3:20])[CH:13]=[C:7]([C:8]([O:10]CC)=[O:9])[CH:6]=1)[CH3:2].[OH-].[Na+].Cl. The catalyst is C(O)C. The product is [CH2:1]([O:3][C:4](=[O:23])[C:5]1[CH:15]=[C:14]([C:16](=[O:22])[N:17]([CH3:21])[CH2:18][CH2:19][CH3:20])[CH:13]=[C:7]([C:8]([OH:10])=[O:9])[CH:6]=1)[CH3:2]. The yield is 0.750. (4) The reactants are [F:1][C:2]1[CH:7]=[CH:6][CH:5]=[CH:4][CH:3]=1.[Cl-].[Cl-].[Cl-].[Al+3].[C:12]1(=[O:18])[O:17][C:15](=[O:16])[CH2:14][CH2:13]1. The catalyst is C(Cl)Cl. The product is [F:1][C:2]1[CH:7]=[CH:6][C:5]([C:12](=[O:18])[CH2:13][CH2:14][C:15]([OH:17])=[O:16])=[CH:4][CH:3]=1. The yield is 0.596. (5) The reactants are [CH:1]([Mg]Br)=[CH2:2].[Br:5][C:6]1[CH:11]=[CH:10][C:9]([F:12])=[C:8]([N+:13]([O-])=O)[CH:7]=1.[Cl-].[NH4+]. The catalyst is O1CCCC1. The product is [Br:5][C:6]1[CH:11]=[CH:10][C:9]([F:12])=[C:8]2[C:7]=1[CH:1]=[CH:2][NH:13]2. The yield is 0.220. (6) The reactants are C(N(CC)CC)C.Cl[C:9]([O:11][CH:12]1[CH2:17][CH2:16][CH2:15][CH2:14][CH2:13]1)=[O:10].[CH:18](=[O:26])[C:19]1[C:20](=[CH:22][CH:23]=[CH:24][CH:25]=1)[OH:21].O. The catalyst is O1CCCC1. The product is [CH:12]1([O:11][C:9]([O:21][C:20]2[CH:22]=[CH:23][CH:24]=[CH:25][C:19]=2[CH:18]=[O:26])=[O:10])[CH2:17][CH2:16][CH2:15][CH2:14][CH2:13]1. The yield is 1.00. (7) The reactants are [OH:1][C:2]1[C:3]([CH3:11])=[C:4]([CH:8]=[CH:9][CH:10]=1)[C:5](O)=[O:6]. The catalyst is O1CCCC1. The product is [OH:6][CH2:5][C:4]1[C:3]([CH3:11])=[C:2]([OH:1])[CH:10]=[CH:9][CH:8]=1. The yield is 0.800. (8) The reactants are ClCCl.[C:4]([C:6]1[CH:7]=[C:8](B(O)O)[CH:9]=[CH:10][C:11]=1F)#[N:5].[CH3:16][N:17]1[CH:21]=[CH:20][N:19]=[C:18]1[SH:22].O.[NH2:24][NH2:25]. The catalyst is C(O)CCC.C([O-])(=O)C.[Cu+2].C([O-])(=O)C.N1C=CC=CC=1. The product is [CH3:16][N:17]1[CH:21]=[CH:20][N:19]=[C:18]1[S:22][C:8]1[CH:7]=[C:6]2[C:11](=[CH:10][CH:9]=1)[NH:25][N:24]=[C:4]2[NH2:5]. The yield is 0.130. (9) The reactants are [NH2:1][C@@H:2]([C:5]1[CH:10]=[CH:9][CH:8]=[CH:7][CH:6]=1)[CH2:3][OH:4].CCN(CC)CC.[Cl:18][CH2:19][C:20](Cl)=[O:21]. The catalyst is CN(C1C=CN=CC=1)C.C(Cl)Cl. The product is [Cl:18][CH2:19][C:20]([NH:1][C@@H:2]([C:5]1[CH:10]=[CH:9][CH:8]=[CH:7][CH:6]=1)[CH2:3][OH:4])=[O:21]. The yield is 0.452.